From a dataset of Reaction yield outcomes from USPTO patents with 853,638 reactions. Predict the reaction yield, written as a fraction of the theoretical maximum amount of product (1.0 means a 100% yield; for example, 0.34 means a 34% yield). (1) The reactants are [Cl:1][C:2]1[C:7]([C:8]([O:10][CH3:11])=[O:9])=[C:6]([NH:12]CC2C=CC(OC)=CC=2)[C:5]([N+:22]([O-:24])=[O:23])=[CH:4][CH:3]=1.C(O)(C(F)(F)F)=O.C([O-])(O)=O.[Na+]. The catalyst is CCOC(C)=O.O. The product is [NH2:12][C:6]1[C:5]([N+:22]([O-:24])=[O:23])=[CH:4][CH:3]=[C:2]([Cl:1])[C:7]=1[C:8]([O:10][CH3:11])=[O:9]. The yield is 0.810. (2) The reactants are [C:1]([NH:8][C@H:9]([C:11]([OH:13])=[O:12])[CH3:10])([O:3][C:4]([CH3:7])([CH3:6])[CH3:5])=[O:2].C(N=C=NC(C)C)(C)C.[CH3:23][CH2:24][C@@H:25]([C@H:27]([N:58]([C:60]([C@@H:62]([NH:66][C:67]([C@@H:69]([N:73]([CH3:75])[CH3:74])[CH:70]([CH3:72])[CH3:71])=[O:68])[CH:63]([CH3:65])[CH3:64])=[O:61])[CH3:59])[C@H:28]([O:56][CH3:57])[CH2:29][C:30]([N:32]1[C@H:36]([C@H:37]([O:54][CH3:55])[C@H:38]([C:40]([NH:42][C@H:43]([C:51]([OH:53])=[O:52])[CH2:44][C:45]2[CH:50]=[CH:49][CH:48]=[CH:47][CH:46]=2)=[O:41])[CH3:39])[CH2:35][CH2:34][CH2:33]1)=[O:31])[CH3:26].[OH:76][CH2:77][CH2:78][CH2:79][NH-:80]. The catalyst is CN(C1C=CN=CC=1)C.ClCCl. The product is [CH3:23][CH2:24][C@@H:25]([C@H:27]([N:58]([C:60]([C@@H:62]([NH:66][C:67]([C@@H:69]([N:73]([CH3:75])[CH3:74])[CH:70]([CH3:72])[CH3:71])=[O:68])[CH:63]([CH3:65])[CH3:64])=[O:61])[CH3:59])[C@H:28]([O:56][CH3:57])[CH2:29][C:30]([N:32]1[C@H:36]([C@H:37]([O:54][CH3:55])[C@H:38]([C:40]([NH:42][C@H:43]([C:51]([OH:53])=[O:52])[CH2:44][C:45]2[CH:50]=[CH:49][CH:48]=[CH:47][CH:46]=2)=[O:41])[CH3:39])[CH2:35][CH2:34][CH2:33]1)=[O:31])[CH3:26].[C:1]([NH:8][C@H:9]([C:11]([OH:13])=[O:12])[CH3:10])([O:3][C:4]([CH3:7])([CH3:5])[CH3:6])=[O:2].[OH:76][CH2:77][CH2:78][CH2:79][NH-:80]. The yield is 0.750. (3) The reactants are [CH3:1][C:2]1[N:3]([C:7]2[N:12]=[CH:11][C:10]([CH2:13][OH:14])=[CH:9][CH:8]=2)[CH:4]=[CH:5][N:6]=1.CC(OI1(OC(C)=O)(OC(C)=O)OC(=O)C2C=CC=CC1=2)=O.C(=O)(O)[O-].[Na+].S([O-])([O-])(=O)=S.[Na+].[Na+]. The catalyst is ClCCl. The product is [CH3:1][C:2]1[N:3]([C:7]2[CH:8]=[CH:9][C:10]([CH:13]=[O:14])=[CH:11][N:12]=2)[CH:4]=[CH:5][N:6]=1. The yield is 0.870. (4) The reactants are [Br:1][C:2]1[CH:3]=[C:4]([CH3:11])[C:5](F)=[C:6]([CH:9]=1)[C:7]#[N:8].C(=O)([O-])[O-].[K+].[K+].[NH:18]1[CH:22]=[N:21][CH:20]=[N:19]1. The catalyst is CN(C=O)C.O. The product is [Br:1][C:2]1[CH:3]=[C:4]([CH3:11])[C:5]([N:18]2[CH:22]=[N:21][CH:20]=[N:19]2)=[C:6]([CH:9]=1)[C:7]#[N:8]. The yield is 0.490. (5) The reactants are Br[C:2]1[CH:3]=[C:4]([CH:14]=[CH:15][CH:16]=1)[NH:5][CH:6]([C:8]1[CH:13]=[CH:12][CH:11]=[CH:10][CH:9]=1)[CH3:7].[B:17]1([B:17]2[O:21][C:20]([CH3:23])([CH3:22])[C:19]([CH3:25])([CH3:24])[O:18]2)[O:21][C:20]([CH3:23])([CH3:22])[C:19]([CH3:25])([CH3:24])[O:18]1.C([O-])(=O)C.[K+]. The catalyst is O1CCOCC1.C(OCC)(=O)C.C1C=CC(P(C2C=CC=CC=2)[C-]2C=CC=C2)=CC=1.C1C=CC(P(C2C=CC=CC=2)[C-]2C=CC=C2)=CC=1.Cl[Pd]Cl.[Fe+2]. The yield is 1.00. The product is [C:8]1([CH:6]([NH:5][C:4]2[CH:14]=[CH:15][CH:16]=[C:2]([B:17]3[O:21][C:20]([CH3:23])([CH3:22])[C:19]([CH3:25])([CH3:24])[O:18]3)[CH:3]=2)[CH3:7])[CH:13]=[CH:12][CH:11]=[CH:10][CH:9]=1. (6) The reactants are [CH2:1]([O:3][C:4](=[O:24])[C:5]([CH3:23])([CH3:22])[CH2:6][C@H:7]([NH2:21])[CH2:8][C:9]1[CH:14]=[CH:13][C:12]([C:15]2[CH:20]=[CH:19][CH:18]=[CH:17][CH:16]=2)=[CH:11][CH:10]=1)[CH3:2].Cl.[OH:26][C:27]1[CH:31]=[C:30]([C:32](O)=[O:33])[O:29][N:28]=1.CCN=C=NCCCN(C)C.C1C=CC2N(O)N=NC=2C=1. The catalyst is O1CCOCC1.CN(C=O)C.C(O)CCC. The product is [CH2:1]([O:3][C:4](=[O:24])[C:5]([CH3:23])([CH3:22])[CH2:6][C@H:7]([NH:21][C:32]([C:30]1[O:29][N:28]=[C:27]([OH:26])[CH:31]=1)=[O:33])[CH2:8][C:9]1[CH:10]=[CH:11][C:12]([C:15]2[CH:20]=[CH:19][CH:18]=[CH:17][CH:16]=2)=[CH:13][CH:14]=1)[CH3:2]. The yield is 0.950. (7) The reactants are [CH2:1]([C:8]1[N:9]=[N:10][C:11]([N:16]2[CH2:21][CH2:20][NH:19][CH2:18][CH2:17]2)=[C:12]([CH3:15])[C:13]=1[CH3:14])[C:2]1[CH:7]=[CH:6][CH:5]=[CH:4][CH:3]=1.C1COCC1.[CH:27](=O)[C:28]1[CH:33]=[CH:32][CH:31]=[CH:30][CH:29]=1.C(O[BH-](OC(=O)C)OC(=O)C)(=O)C.[Na+]. The catalyst is C(Cl)Cl.C(O)(=O)C. The product is [CH2:1]([C:8]1[N:9]=[N:10][C:11]([N:16]2[CH2:17][CH2:18][N:19]([CH2:27][C:28]3[CH:33]=[CH:32][CH:31]=[CH:30][CH:29]=3)[CH2:20][CH2:21]2)=[C:12]([CH3:15])[C:13]=1[CH3:14])[C:2]1[CH:7]=[CH:6][CH:5]=[CH:4][CH:3]=1. The yield is 0.370. (8) The reactants are [OH:1][CH2:2][C:3]1[CH:4]=[CH:5][C:6]([O:12][CH2:13][O:14][CH3:15])=[C:7]([CH2:9][CH2:10][OH:11])[CH:8]=1.[O-][O-].[Mg+2]. The catalyst is C(Cl)(Cl)Cl. The product is [OH:11][CH2:10][CH2:9][C:7]1[CH:8]=[C:3]([CH:4]=[CH:5][C:6]=1[O:12][CH2:13][O:14][CH3:15])[CH:2]=[O:1]. The yield is 0.813.